From a dataset of Forward reaction prediction with 1.9M reactions from USPTO patents (1976-2016). Predict the product of the given reaction. (1) Given the reactants [O:1]1[C:6]2[CH:7]=[CH:8][CH:9]=[C:10]([C:11]([OH:13])=[O:12])[C:5]=2[O:4][CH2:3][CH2:2]1.[C:14](Cl)(=O)C, predict the reaction product. The product is: [CH3:14][O:12][C:11]([C:10]1[C:5]2[O:4][CH2:3][CH2:2][O:1][C:6]=2[CH:7]=[CH:8][CH:9]=1)=[O:13]. (2) Given the reactants [C:1]([C:3]1[S:4][C:5]2[C:11]([C:12]#[N:13])=[C:10](/[N:14]=[CH:15]/[N:16](C)C)[CH:9]=[CH:8][C:6]=2[N:7]=1)#[N:2].N[C:20]1[CH:25]=[CH:24][C:23]([OH:26])=[C:22]([F:27])[CH:21]=1.[K+].[Br-], predict the reaction product. The product is: [F:27][C:22]1[CH:21]=[C:20]([NH:13][C:12]2[C:11]3[C:10](=[CH:9][CH:8]=[C:6]4[N:7]=[C:3]([C:1]#[N:2])[S:4][C:5]4=3)[N:14]=[CH:15][N:16]=2)[CH:25]=[CH:24][C:23]=1[OH:26].